From a dataset of NCI-60 drug combinations with 297,098 pairs across 59 cell lines. Regression. Given two drug SMILES strings and cell line genomic features, predict the synergy score measuring deviation from expected non-interaction effect. (1) Synergy scores: CSS=9.07, Synergy_ZIP=-3.61, Synergy_Bliss=-4.33, Synergy_Loewe=-3.44, Synergy_HSA=-2.21. Drug 1: C1CN(CCN1C(=O)CCBr)C(=O)CCBr. Cell line: SK-OV-3. Drug 2: COCCOC1=C(C=C2C(=C1)C(=NC=N2)NC3=CC=CC(=C3)C#C)OCCOC.Cl. (2) Drug 1: CN1CCC(CC1)COC2=C(C=C3C(=C2)N=CN=C3NC4=C(C=C(C=C4)Br)F)OC. Drug 2: C1=NC(=NC(=O)N1C2C(C(C(O2)CO)O)O)N. Cell line: SW-620. Synergy scores: CSS=14.4, Synergy_ZIP=-0.129, Synergy_Bliss=3.83, Synergy_Loewe=0.227, Synergy_HSA=2.92. (3) Drug 1: C1=CC(=CC=C1CCC2=CNC3=C2C(=O)NC(=N3)N)C(=O)NC(CCC(=O)O)C(=O)O. Drug 2: C1=CC=C(C(=C1)C(C2=CC=C(C=C2)Cl)C(Cl)Cl)Cl. Cell line: NCI/ADR-RES. Synergy scores: CSS=16.7, Synergy_ZIP=-0.686, Synergy_Bliss=1.03, Synergy_Loewe=-10.8, Synergy_HSA=0.746. (4) Cell line: NCI-H522. Drug 2: C1=CC=C(C(=C1)C(C2=CC=C(C=C2)Cl)C(Cl)Cl)Cl. Synergy scores: CSS=15.0, Synergy_ZIP=-1.22, Synergy_Bliss=1.14, Synergy_Loewe=1.31, Synergy_HSA=1.31. Drug 1: C1=CC(=CC=C1CC(C(=O)O)N)N(CCCl)CCCl.Cl.